Task: Predict the reactants needed to synthesize the given product.. Dataset: Full USPTO retrosynthesis dataset with 1.9M reactions from patents (1976-2016) (1) Given the product [C:34]1([C:32]([C:31]2[CH:40]=[CH:41][C:28]([C:49]#[C:48][C:42]3[CH:47]=[CH:46][CH:45]=[CH:44][CH:43]=3)=[CH:29][CH:30]=2)=[O:33])[CH:39]=[CH:38][CH:37]=[CH:36][CH:35]=1, predict the reactants needed to synthesize it. The reactants are: C(P(C(C)(C)C)C(C)(C)C)(C)(C)C.C1CCCCC1.C(NC(C)C)(C)C.Br[C:28]1[CH:41]=[CH:40][C:31]([C:32]([C:34]2[CH:39]=[CH:38][CH:37]=[CH:36][CH:35]=2)=[O:33])=[CH:30][CH:29]=1.[C:42]1([C:48]#[CH:49])[CH:47]=[CH:46][CH:45]=[CH:44][CH:43]=1. (2) Given the product [CH2:1]([C:3]1[N:7]([CH2:8][C:9]([OH:11])=[O:10])[N:6]=[C:5]([C:14]([F:17])([F:16])[F:15])[CH:4]=1)[CH3:2], predict the reactants needed to synthesize it. The reactants are: [CH2:1]([C:3]1[N:7]([CH2:8][C:9]([O:11]CC)=[O:10])[N:6]=[C:5]([C:14]([F:17])([F:16])[F:15])[CH:4]=1)[CH3:2].[OH-].[Na+]. (3) Given the product [F:1][C:2]1[CH:7]=[CH:6][C:5]([O:8][C:9](=[O:25])[N:10]([C@@H:12]2[C@@H:16]([C:17]3[CH:22]=[CH:21][C:20]([Cl:23])=[C:19]([Cl:24])[CH:18]=3)[CH2:15][N:14]([C:35]([CH:32]3[CH2:31][CH2:30][N:29]([C:26](=[O:28])[CH3:27])[CH2:34][CH2:33]3)=[O:36])[CH2:13]2)[CH3:11])=[CH:4][CH:3]=1, predict the reactants needed to synthesize it. The reactants are: [F:1][C:2]1[CH:7]=[CH:6][C:5]([O:8][C:9](=[O:25])[N:10]([C@@H:12]2[C@@H:16]([C:17]3[CH:22]=[CH:21][C:20]([Cl:23])=[C:19]([Cl:24])[CH:18]=3)[CH2:15][NH:14][CH2:13]2)[CH3:11])=[CH:4][CH:3]=1.[C:26]([N:29]1[CH2:34][CH2:33][CH:32]([C:35](O)=[O:36])[CH2:31][CH2:30]1)(=[O:28])[CH3:27]. (4) Given the product [N:7]1([C:2]([CH3:6])([CH3:1])[CH2:3][NH:4][C:26](=[O:27])[O:28][C:29]([CH3:32])([CH3:31])[CH3:30])[CH2:8][CH:9]=[CH:10][CH2:11][CH2:12]1, predict the reactants needed to synthesize it. The reactants are: [CH3:1][C:2]([CH3:6])(O)[C:3]#[N:4].[NH:7]1[CH2:12][CH:11]=[CH:10][CH2:9][CH2:8]1.[H-].[Li+].[Al+3].[H-].[H-].[H-].C(N(CC)CC)C.[C:26](O[C:26]([O:28][C:29]([CH3:32])([CH3:31])[CH3:30])=[O:27])([O:28][C:29]([CH3:32])([CH3:31])[CH3:30])=[O:27].